Dataset: Retrosynthesis with 50K atom-mapped reactions and 10 reaction types from USPTO. Task: Predict the reactants needed to synthesize the given product. (1) Given the product O=C(C[C@@H]1CSC(c2cc3cc(Cl)cc(NC4CCCC4)c3[nH]2)=N1)NCCCN1CCOCC1, predict the reactants needed to synthesize it. The reactants are: NCCCN1CCOCC1.O=C(O)C[C@@H]1CSC(c2cc3cc(Cl)cc(NC4CCCC4)c3[nH]2)=N1. (2) Given the product COC(=O)c1ccc(Cc2cn(C)c3ccc(NC(=O)OC4CCCC4)cc23)c(OC)c1, predict the reactants needed to synthesize it. The reactants are: COC(=O)c1ccc(CBr)c(OC)c1.Cn1ccc2cc(NC(=O)OC3CCCC3)ccc21. (3) Given the product Cc1c(C=O)cn(S(=O)(=O)c2cccc3c2OCCO3)c1-c1ccccc1, predict the reactants needed to synthesize it. The reactants are: Cc1c(C=O)c[nH]c1-c1ccccc1.O=S(=O)(Cl)c1cccc2c1OCCO2. (4) Given the product C[C@H](CO)Cc1ccccc1, predict the reactants needed to synthesize it. The reactants are: COC(=O)[C@@H](C)Cc1ccccc1. (5) Given the product Cc1ccc(C(=O)Nc2ccc(Oc3cc4cnn(C)c4cc3-c3cn[nH]c3)c(F)c2)c(=O)n1-c1ccc(F)cc1, predict the reactants needed to synthesize it. The reactants are: Cc1ccc(C(=O)Nc2ccc(Oc3cc4cnn(C)c4cc3-c3cnn(C(=O)OC(C)(C)C)c3)c(F)c2)c(=O)n1-c1ccc(F)cc1. (6) Given the product CC(C)(CC(=O)N[C@@H]1CCc2ccccc2N(Cc2ccc(-c3ccccc3C#N)cc2)C1=O)NC(=O)OC(C)(C)C, predict the reactants needed to synthesize it. The reactants are: CC(C)(CC(=O)N[C@@H]1CCc2ccccc2NC1=O)NC(=O)OC(C)(C)C.N#Cc1ccccc1-c1ccc(CBr)cc1. (7) Given the product CCOc1c(OC)cc(C(=O)O)cc1OC, predict the reactants needed to synthesize it. The reactants are: CCOc1c(OC)cc(C(=O)OC)cc1OC.